From a dataset of Full USPTO retrosynthesis dataset with 1.9M reactions from patents (1976-2016). Predict the reactants needed to synthesize the given product. (1) Given the product [C:1]([C:3]1[C:4]2[S:10][C:9]([CH3:11])=[CH:8][C:5]=2[N:6]([C:13]2[CH:22]=[CH:21][C:16]([C:17]([O:19][CH3:20])=[O:18])=[C:15]([O:23][CH2:24][O:25][CH3:26])[CH:14]=2)[CH:7]=1)#[N:2], predict the reactants needed to synthesize it. The reactants are: [C:1]([C:3]1[C:4]2[S:10][C:9]([CH3:11])=[CH:8][C:5]=2[NH:6][CH:7]=1)#[N:2].I[C:13]1[CH:22]=[CH:21][C:16]([C:17]([O:19][CH3:20])=[O:18])=[C:15]([O:23][CH2:24][O:25][CH3:26])[CH:14]=1.C(=O)([O-])[O-].[K+].[K+]. (2) Given the product [OH:8][CH2:9][CH2:10][O:11][CH2:12][CH2:13][CH2:14][O:15][CH2:16][C:17]([O:19][C:20]([CH3:23])([CH3:22])[CH3:21])=[O:18], predict the reactants needed to synthesize it. The reactants are: C([O:8][CH2:9][CH2:10][O:11][CH2:12][CH2:13][CH2:14][O:15][CH2:16][C:17]([O:19][C:20]([CH3:23])([CH3:22])[CH3:21])=[O:18])C1C=CC=CC=1.[H][H]. (3) Given the product [N:1]1[CH:6]=[CH:5][CH:4]=[C:3]([C:7]2[CH:8]=[CH:9][C:10]3[N:16]4[C:21]([C:20]([F:26])([F:25])[F:19])=[N:23][N:24]=[C:15]4[CH2:14][CH2:13][CH2:12][C:11]=3[CH:18]=2)[CH:2]=1, predict the reactants needed to synthesize it. The reactants are: [N:1]1[CH:6]=[CH:5][CH:4]=[C:3]([C:7]2[CH:8]=[CH:9][C:10]3[NH:16][C:15](=S)[CH2:14][CH2:13][CH2:12][C:11]=3[CH:18]=2)[CH:2]=1.[F:19][C:20]([F:26])([F:25])[C:21]([NH:23][NH2:24])=O.C1(O)CCCCC1.FC(F)(F)C(O)=O. (4) Given the product [CH2:21]([O:20][C:18]([C:17]1[C:8]([CH:9]([F:11])[F:10])=[N:6][N:27]([CH3:26])[C:16]=1[C:15]([F:25])([F:24])[F:14])=[O:19])[CH3:22], predict the reactants needed to synthesize it. The reactants are: B(F)(F)F.C[N:6]([C:8](F)(F)[CH:9]([F:11])[F:10])C.[F:14][C:15]([F:25])([F:24])[C:16](=O)[CH2:17][C:18]([O:20][CH2:21][CH3:22])=[O:19].[CH3:26][NH:27]N. (5) Given the product [CH3:7][C:6]1[N:21]=[C:20]([NH:19][C:17]([NH:16][C:10]2[CH:15]=[CH:14][CH:13]=[CH:12][CH:11]=2)=[NH:18])[NH:22][C:4](=[O:9])[CH:5]=1, predict the reactants needed to synthesize it. The reactants are: C(O[C:4](=[O:9])[CH2:5][C:6](=O)[CH3:7])C.[C:10]1([NH:16][C:17]([NH:19][C:20]([NH2:22])=[NH:21])=[NH:18])[CH:15]=[CH:14][CH:13]=[CH:12][CH:11]=1. (6) Given the product [CH2:2]([O:3][C:4](=[O:5])[CH:6]=[C:7]([CH3:8])[CH:9]=[CH:26][C:25]1[CH:28]=[CH:29][C:30]([Cl:32])=[CH:31][C:24]=1[Cl:23])[CH3:1], predict the reactants needed to synthesize it. The reactants are: [CH3:1][CH2:2][O:3][C:4](/[CH:6]=[C:7](/[CH2:9]P(OCC)(OCC)=O)\[CH3:8])=[O:5].[Li]CCCC.[Cl:23][C:24]1[CH:31]=[C:30]([Cl:32])[CH:29]=[CH:28][C:25]=1[CH:26]=O. (7) Given the product [F:1][C:2]1[CH:3]=[C:4]([C:10]2[C:15]([C:16]3[CH:21]=[CH:20][C:19]([O:22][CH3:23])=[C:18]([F:24])[CH:17]=3)=[N:14][N:13]([CH2:26][CH:27]([CH3:29])[CH3:28])[C:12](=[O:25])[CH:11]=2)[CH:5]=[CH:6][C:7]=1[O:8][CH3:9], predict the reactants needed to synthesize it. The reactants are: [F:1][C:2]1[CH:3]=[C:4]([C:10]2[C:15]([C:16]3[CH:21]=[CH:20][C:19]([O:22][CH3:23])=[C:18]([F:24])[CH:17]=3)=[N:14][NH:13][C:12](=[O:25])[CH:11]=2)[CH:5]=[CH:6][C:7]=1[O:8][CH3:9].[CH2:26](I)[CH:27]([CH3:29])[CH3:28]. (8) Given the product [Cl:34][C:35]1[N:36]=[CH:37][C:38]([N:21]2[CH2:22][CH2:23][CH:18]([N:15]3[CH2:16][CH2:17][C@H:13]([NH:12][C:3]4[CH:4]=[CH:5][C:6]([S:8]([CH3:11])(=[O:10])=[O:9])=[CH:7][C:2]=4[F:1])[C:14]3=[O:24])[CH2:19][CH2:20]2)=[N:39][CH:40]=1, predict the reactants needed to synthesize it. The reactants are: [F:1][C:2]1[CH:7]=[C:6]([S:8]([CH3:11])(=[O:10])=[O:9])[CH:5]=[CH:4][C:3]=1[NH:12][C@H:13]1[CH2:17][CH2:16][N:15]([CH:18]2[CH2:23][CH2:22][NH:21][CH2:20][CH2:19]2)[C:14]1=[O:24].CCN(C(C)C)C(C)C.[Cl:34][C:35]1[CH:40]=[N:39][C:38](Cl)=[CH:37][N:36]=1.C(OCC)C.